This data is from Full USPTO retrosynthesis dataset with 1.9M reactions from patents (1976-2016). The task is: Predict the reactants needed to synthesize the given product. Given the product [NH:31]1[CH2:30][CH:29]([O:28][CH2:27][C:24]2[CH:23]=[CH:22][C:21]([C:19]3[S:20][C:13]4[C:14](=[N:15][CH:16]=[CH:17][C:12]=4[O:11][C:10]4[CH:40]=[CH:41][C:7]([NH:6][C:5]([NH:4][CH:1]5[CH2:2][CH2:3]5)=[O:43])=[CH:8][C:9]=4[F:42])[CH:18]=3)=[N:26][CH:25]=2)[CH2:32]1, predict the reactants needed to synthesize it. The reactants are: [CH:1]1([NH:4][C:5](=[O:43])[NH:6][C:7]2[CH:41]=[CH:40][C:10]([O:11][C:12]3[CH:17]=[CH:16][N:15]=[C:14]4[CH:18]=[C:19]([C:21]5[N:26]=[CH:25][C:24]([CH2:27][O:28][CH:29]6[CH2:32][N:31](C(OC(C)(C)C)=O)[CH2:30]6)=[CH:23][CH:22]=5)[S:20][C:13]=34)=[C:9]([F:42])[CH:8]=2)[CH2:3][CH2:2]1.C(O)(C(F)(F)F)=O.